This data is from NCI-60 drug combinations with 297,098 pairs across 59 cell lines. The task is: Regression. Given two drug SMILES strings and cell line genomic features, predict the synergy score measuring deviation from expected non-interaction effect. Drug 1: CC1=C2C(C(=O)C3(C(CC4C(C3C(C(C2(C)C)(CC1OC(=O)C(C(C5=CC=CC=C5)NC(=O)OC(C)(C)C)O)O)OC(=O)C6=CC=CC=C6)(CO4)OC(=O)C)OC)C)OC. Drug 2: CCCCC(=O)OCC(=O)C1(CC(C2=C(C1)C(=C3C(=C2O)C(=O)C4=C(C3=O)C=CC=C4OC)O)OC5CC(C(C(O5)C)O)NC(=O)C(F)(F)F)O. Cell line: HL-60(TB). Synergy scores: CSS=83.6, Synergy_ZIP=21.5, Synergy_Bliss=20.6, Synergy_Loewe=-12.9, Synergy_HSA=20.7.